From a dataset of Full USPTO retrosynthesis dataset with 1.9M reactions from patents (1976-2016). Predict the reactants needed to synthesize the given product. (1) Given the product [OH:3][CH2:4][CH2:5][O:6][NH:7][C:8]([C:10]1[CH:11]=[C:12]2[C:16](=[CH:17][C:18]=1[NH:19][C:20]1[CH:25]=[CH:24][C:23]([I:26])=[CH:22][C:21]=1[F:27])[C:15](=[O:28])[NH:14][CH2:13]2)=[O:9], predict the reactants needed to synthesize it. The reactants are: C([O:3][CH2:4][CH2:5][O:6][NH:7][C:8]([C:10]1[CH:11]=[C:12]2[C:16](=[CH:17][C:18]=1[NH:19][C:20]1[CH:25]=[CH:24][C:23]([I:26])=[CH:22][C:21]=1[F:27])[C:15](=[O:28])[NH:14][CH2:13]2)=[O:9])=C.Cl. (2) The reactants are: F[C:2]1[CH:7]=[C:6]([F:8])[CH:5]=[CH:4][C:3]=1[N+:9]([O-:11])=[O:10].C(N(C(C)C)CC)(C)C.Cl.Cl.[CH2:23]([O:25][C@H:26]1[CH2:31][CH2:30][C@H:29]([N:32]2[CH2:37][CH2:36][CH:35]([NH2:38])[CH2:34][CH2:33]2)[CH2:28][CH2:27]1)[CH3:24]. Given the product [CH2:23]([O:25][C@H:26]1[CH2:27][CH2:28][C@H:29]([N:32]2[CH2:33][CH2:34][CH:35]([NH:38][C:2]3[CH:7]=[C:6]([F:8])[CH:5]=[CH:4][C:3]=3[N+:9]([O-:11])=[O:10])[CH2:36][CH2:37]2)[CH2:30][CH2:31]1)[CH3:24], predict the reactants needed to synthesize it. (3) Given the product [CH3:8][CH:5]([CH2:6][CH3:7])[C@H:4]([NH:9][C:10]([C:12]1[O:16][N:15]=[C:14]([C:17]2[CH:22]=[CH:21][C:20]([NH:23][C:24]([NH:26][C:27]3[CH:28]=[CH:29][CH:30]=[CH:31][CH:32]=3)=[O:25])=[CH:19][CH:18]=2)[CH:13]=1)=[O:11])[C:3]([OH:33])=[O:2], predict the reactants needed to synthesize it. The reactants are: C[O:2][C:3](=[O:33])[C@@H:4]([NH:9][C:10]([C:12]1[O:16][N:15]=[C:14]([C:17]2[CH:22]=[CH:21][C:20]([NH:23][C:24]([NH:26][C:27]3[CH:32]=[CH:31][CH:30]=[CH:29][CH:28]=3)=[O:25])=[CH:19][CH:18]=2)[CH:13]=1)=[O:11])[CH:5]([CH3:8])[CH2:6][CH3:7].[K+].[Br-]. (4) The reactants are: [Cl:1][C:2]1[C:7]([F:8])=[CH:6][CH:5]=[C:4]([Cl:9])[C:3]=1[CH:10]([O:12][C:13]1[C:14]([NH2:19])=[N:15][CH:16]=[CH:17][CH:18]=1)[CH3:11].[Br:20]N1C(=O)CCC1=O. Given the product [Br:20][C:17]1[CH:18]=[C:13]([O:12][CH:10]([C:3]2[C:4]([Cl:9])=[CH:5][CH:6]=[C:7]([F:8])[C:2]=2[Cl:1])[CH3:11])[C:14]([NH2:19])=[N:15][CH:16]=1, predict the reactants needed to synthesize it. (5) Given the product [C:22]([C:26]1[CH:27]=[C:28]([NH:39][C:40]([NH:42][C:43]2[C:52]3[C:47](=[CH:48][CH:49]=[CH:50][CH:51]=3)[C:46]([O:53][C:54]3[CH:59]=[CH:58][N:57]=[C:56]([NH:6][C:5]4[CH:7]=[CH:8][C:9]([S:10]([CH2:12][CH2:13][O:14][CH2:15][CH2:16][O:17][CH2:18][CH2:19][O:20][CH3:21])=[O:11])=[C:3]([O:2][CH3:1])[CH:4]=4)[CH:55]=3)=[CH:45][CH:44]=2)=[O:41])[C:29]([O:37][CH3:38])=[C:30]([NH:32][S:33]([CH3:36])(=[O:34])=[O:35])[CH:31]=1)([CH3:25])([CH3:23])[CH3:24], predict the reactants needed to synthesize it. The reactants are: [CH3:1][O:2][C:3]1[CH:4]=[C:5]([CH:7]=[CH:8][C:9]=1[S:10]([CH2:12][CH2:13][O:14][CH2:15][CH2:16][O:17][CH2:18][CH2:19][O:20][CH3:21])=[O:11])[NH2:6].[C:22]([C:26]1[CH:27]=[C:28]([NH:39][C:40]([NH:42][C:43]2[C:52]3[C:47](=[CH:48][CH:49]=[CH:50][CH:51]=3)[C:46]([O:53][C:54]3[CH:59]=[CH:58][N:57]=[C:56](Cl)[CH:55]=3)=[CH:45][CH:44]=2)=[O:41])[C:29]([O:37][CH3:38])=[C:30]([NH:32][S:33]([CH3:36])(=[O:35])=[O:34])[CH:31]=1)([CH3:25])([CH3:24])[CH3:23].C([O-])([O-])=O.[K+].[K+].CC(C1C=C(C(C)C)C(C2C(P(C3CCCCC3)C3CCCCC3)=C(OC)C=CC=2OC)=C(C(C)C)C=1)C.